From a dataset of Catalyst prediction with 721,799 reactions and 888 catalyst types from USPTO. Predict which catalyst facilitates the given reaction. (1) Reactant: [O:1]1[CH2:6][CH2:5][N:4]([CH2:7][CH2:8][C:9]2[CH:10]=[CH:11][C:12]3[N:13]([C:15]([C:18]([OH:20])=O)=[CH:16][N:17]=3)[CH:14]=2)[CH2:3][CH2:2]1.C(Cl)(=O)C(Cl)=O.CN(C)C=O.[NH2:32][C:33]1[CH:34]=[C:35]([C:40]2[N:44]=[C:43]([CH:45]3[CH2:48][N:47]([C:49]([O:51][CH3:52])=[O:50])[CH2:46]3)[O:42][N:41]=2)[CH:36]=[CH:37][C:38]=1[CH3:39]. Product: [CH3:39][C:38]1[CH:37]=[CH:36][C:35]([C:40]2[N:44]=[C:43]([CH:45]3[CH2:46][N:47]([C:49]([O:51][CH3:52])=[O:50])[CH2:48]3)[O:42][N:41]=2)=[CH:34][C:33]=1[NH:32][C:18]([C:15]1[N:13]2[CH:14]=[C:9]([CH2:8][CH2:7][N:4]3[CH2:3][CH2:2][O:1][CH2:6][CH2:5]3)[CH:10]=[CH:11][C:12]2=[N:17][CH:16]=1)=[O:20]. The catalyst class is: 272. (2) Reactant: [Cl-].[CH3:2][O:3][C:4]([NH:6][C@@H:7]([CH:40]([CH3:42])[CH3:41])[C:8]([N:10]1[CH2:14][CH2:13][CH2:12][C@H:11]1[C:15]1[NH:19][C:18]2[CH:20]=[CH:21][C:22]([C:24]3[CH:29]=[CH:28][C:27]([C:30]4[NH+:31]=[C:32]([C@@H:35]5[CH2:39][CH2:38][CH2:37][NH2+:36]5)[NH:33][CH:34]=4)=[CH:26][CH:25]=3)=[CH:23][C:17]=2[N:16]=1)=[O:9])=[O:5].[Cl-].[CH3:44][O:45][C:46]([NH:48][C@@H:49]([CH:53]([CH3:55])[CH3:54])[C:50](O)=[O:51])=[O:47].CN(C(ON1N=NC2C=CC=NC1=2)=[N+](C)C)C.F[P-](F)(F)(F)(F)F.CCN(C(C)C)C(C)C. Product: [CH3:2][O:3][C:4]([NH:6][C@@H:7]([CH:40]([CH3:42])[CH3:41])[C:8]([N:10]1[CH2:14][CH2:13][CH2:12][C@H:11]1[C:15]1[NH:19][C:18]2[CH:20]=[CH:21][C:22]([C:24]3[CH:25]=[CH:26][C:27]([C:30]4[N:31]=[C:32]([C@@H:35]5[CH2:39][CH2:38][CH2:37][N:36]5[C:50]([C@@H:49]([NH:48][C:46](=[O:47])[O:45][CH3:44])[CH:53]([CH3:55])[CH3:54])=[O:51])[NH:33][CH:34]=4)=[CH:28][CH:29]=3)=[CH:23][C:17]=2[N:16]=1)=[O:9])=[O:5]. The catalyst class is: 18. (3) Reactant: C(OC([N:8]1[CH2:13][CH:12]2[CH2:14][CH2:15][CH:9]1[CH2:10][CH:11]2[CH2:16][C:17]1[CH:22]=[CH:21][C:20]([Cl:23])=[C:19]([Cl:24])[CH:18]=1)=O)(C)(C)C.C(O)(C(F)(F)F)=O. Product: [Cl:24][C:19]1[CH:18]=[C:17]([CH:22]=[CH:21][C:20]=1[Cl:23])[CH2:16][CH:11]1[CH2:10][CH:9]2[CH2:15][CH2:14][CH:12]1[CH2:13][NH:8]2. The catalyst class is: 2. (4) Reactant: [C:1]([C:4]1[CH:33]=[CH:32][C:7]([O:8][CH2:9][C:10]2[CH:15]=[CH:14][C:13]([CH:16]([O:25]C3CCCCO3)[C:17]3[CH:18]=[C:19]([CH:22]=[CH:23][CH:24]=3)[C:20]#[N:21])=[CH:12][CH:11]=2)=[C:6]([CH2:34][CH2:35][CH3:36])[C:5]=1[OH:37])(=[O:3])[CH3:2].O.C1(C)C=CC(S(O)(=O)=O)=CC=1.CO.ClCCl. The catalyst class is: 13. Product: [C:1]([C:4]1[CH:33]=[CH:32][C:7]([O:8][CH2:9][C:10]2[CH:11]=[CH:12][C:13]([CH:16]([OH:25])[C:17]3[CH:18]=[C:19]([CH:22]=[CH:23][CH:24]=3)[C:20]#[N:21])=[CH:14][CH:15]=2)=[C:6]([CH2:34][CH2:35][CH3:36])[C:5]=1[OH:37])(=[O:3])[CH3:2].